From a dataset of Retrosynthesis with 50K atom-mapped reactions and 10 reaction types from USPTO. Predict the reactants needed to synthesize the given product. (1) Given the product COc1cc2c(-c3cc4c(CNCCc5ccccc5)ccnc4n3S(=O)(=O)c3ccc(C)cc3)cn(C)c2cc1OC, predict the reactants needed to synthesize it. The reactants are: COc1cc2c(-c3cc4c(C=O)ccnc4n3S(=O)(=O)c3ccc(C)cc3)cn(C)c2cc1OC.NCCc1ccccc1. (2) Given the product Cn1cc(NC(=O)c2nc(C3CC3)ccc2Nc2cncnc2)c(C(=O)NC2CCCCC2)n1, predict the reactants needed to synthesize it. The reactants are: COC(=O)c1nn(C)cc1NC(=O)c1nc(C2CC2)ccc1Nc1cncnc1.NC1CCCCC1.